From a dataset of NCI-60 drug combinations with 297,098 pairs across 59 cell lines. Regression. Given two drug SMILES strings and cell line genomic features, predict the synergy score measuring deviation from expected non-interaction effect. (1) Drug 1: CC1=C2C(C(=O)C3(C(CC4C(C3C(C(C2(C)C)(CC1OC(=O)C(C(C5=CC=CC=C5)NC(=O)OC(C)(C)C)O)O)OC(=O)C6=CC=CC=C6)(CO4)OC(=O)C)OC)C)OC. Drug 2: C1C(C(OC1N2C=NC(=NC2=O)N)CO)O. Cell line: MDA-MB-435. Synergy scores: CSS=46.4, Synergy_ZIP=0.0754, Synergy_Bliss=-3.28, Synergy_Loewe=-31.0, Synergy_HSA=-3.96. (2) Drug 1: CC1=C2C(C(=O)C3(C(CC4C(C3C(C(C2(C)C)(CC1OC(=O)C(C(C5=CC=CC=C5)NC(=O)OC(C)(C)C)O)O)OC(=O)C6=CC=CC=C6)(CO4)OC(=O)C)O)C)O. Drug 2: CC1CCC2CC(C(=CC=CC=CC(CC(C(=O)C(C(C(=CC(C(=O)CC(OC(=O)C3CCCCN3C(=O)C(=O)C1(O2)O)C(C)CC4CCC(C(C4)OC)OCCO)C)C)O)OC)C)C)C)OC. Cell line: MALME-3M. Synergy scores: CSS=21.6, Synergy_ZIP=-5.55, Synergy_Bliss=3.27, Synergy_Loewe=2.10, Synergy_HSA=4.98. (3) Drug 1: C1=CC(=C2C(=C1NCCNCCO)C(=O)C3=C(C=CC(=C3C2=O)O)O)NCCNCCO. Drug 2: CCC1(C2=C(COC1=O)C(=O)N3CC4=CC5=C(C=CC(=C5CN(C)C)O)N=C4C3=C2)O.Cl. Cell line: MDA-MB-435. Synergy scores: CSS=15.2, Synergy_ZIP=-6.69, Synergy_Bliss=-0.843, Synergy_Loewe=-24.9, Synergy_HSA=-1.30. (4) Drug 1: CC12CCC3C(C1CCC2O)C(CC4=C3C=CC(=C4)O)CCCCCCCCCS(=O)CCCC(C(F)(F)F)(F)F. Drug 2: C(CCl)NC(=O)N(CCCl)N=O. Cell line: M14. Synergy scores: CSS=0.733, Synergy_ZIP=-0.914, Synergy_Bliss=-0.171, Synergy_Loewe=-0.623, Synergy_HSA=-1.59. (5) Drug 1: CC(CN1CC(=O)NC(=O)C1)N2CC(=O)NC(=O)C2. Drug 2: CCC1(C2=C(COC1=O)C(=O)N3CC4=CC5=C(C=CC(=C5CN(C)C)O)N=C4C3=C2)O.Cl. Cell line: SF-539. Synergy scores: CSS=38.0, Synergy_ZIP=-2.81, Synergy_Bliss=2.06, Synergy_Loewe=2.70, Synergy_HSA=3.17. (6) Drug 1: CCCS(=O)(=O)NC1=C(C(=C(C=C1)F)C(=O)C2=CNC3=C2C=C(C=N3)C4=CC=C(C=C4)Cl)F. Drug 2: C1CN(CCN1C(=O)CCBr)C(=O)CCBr. Cell line: NCI-H522. Synergy scores: CSS=14.7, Synergy_ZIP=-3.40, Synergy_Bliss=0.0688, Synergy_Loewe=-2.05, Synergy_HSA=-0.0166. (7) Drug 1: C(CC(=O)O)C(=O)CN.Cl. Drug 2: CCN(CC)CCCC(C)NC1=C2C=C(C=CC2=NC3=C1C=CC(=C3)Cl)OC. Cell line: NCI/ADR-RES. Synergy scores: CSS=5.77, Synergy_ZIP=-2.24, Synergy_Bliss=2.38, Synergy_Loewe=-8.41, Synergy_HSA=-1.34. (8) Drug 1: CC(C)(C#N)C1=CC(=CC(=C1)CN2C=NC=N2)C(C)(C)C#N. Drug 2: C1C(C(OC1N2C=NC(=NC2=O)N)CO)O. Cell line: SK-OV-3. Synergy scores: CSS=-10.1, Synergy_ZIP=5.18, Synergy_Bliss=3.29, Synergy_Loewe=0.429, Synergy_HSA=-3.53.